From a dataset of Catalyst prediction with 721,799 reactions and 888 catalyst types from USPTO. Predict which catalyst facilitates the given reaction. (1) Reactant: [CH:1]([C@H:4]1[N:9]([C:10]2[N:15]=[C:14]([C:16]([F:19])([F:18])[F:17])[C:13]([CH3:20])=[CH:12][N:11]=2)[CH2:8][CH2:7][N:6]2[C:21]3[CH:27]=[C:26]([S:28]([CH3:31])(=[O:30])=[O:29])[C:25]([C:32](OC)=[O:33])=[CH:24][C:22]=3[N:23]=[C:5]12)([CH3:3])[CH3:2].CC(C[AlH]CC(C)C)C. Product: [CH:1]([C@H:4]1[N:9]([C:10]2[N:15]=[C:14]([C:16]([F:19])([F:17])[F:18])[C:13]([CH3:20])=[CH:12][N:11]=2)[CH2:8][CH2:7][N:6]2[C:21]3[CH:27]=[C:26]([S:28]([CH3:31])(=[O:29])=[O:30])[C:25]([CH2:32][OH:33])=[CH:24][C:22]=3[N:23]=[C:5]12)([CH3:3])[CH3:2]. The catalyst class is: 11. (2) Reactant: [CH2:1]([OH:9])[CH2:2][C:3]#[C:4][CH2:5][CH2:6][CH2:7][CH3:8].CC(O)(C)C.N.[Li]. Product: [CH2:1]([OH:9])[CH2:2]/[CH:3]=[CH:4]/[CH2:5][CH2:6][CH2:7][CH3:8]. The catalyst class is: 1. (3) Reactant: C([O:3][C:4]([C:6]1[C:11]([NH:12][C:13]2[CH:18]=[CH:17][C:16]([CH3:19])=[CH:15][C:14]=2[F:20])=[C:10]([CH3:21])[C:9](=[O:22])[N:8]([CH3:23])[C:7]=1[CH2:24]Br)=O)C.[NH3:26]. Product: [F:20][C:14]1[CH:15]=[C:16]([CH3:19])[CH:17]=[CH:18][C:13]=1[NH:12][C:11]1[C:6]2[C:4](=[O:3])[NH:26][CH2:24][C:7]=2[N:8]([CH3:23])[C:9](=[O:22])[C:10]=1[CH3:21]. The catalyst class is: 5. (4) Reactant: Cl.[NH2:2][C@@H:3]1[C:9](=[O:10])[N:8]([CH2:11][C:12]2[C:21]3[C:16](=[CH:17][CH:18]=[CH:19][CH:20]=3)[CH:15]=[CH:14][C:13]=2[CH3:22])[C:7]2[CH:23]=[CH:24][C:25]([C:27]#[N:28])=[CH:26][C:6]=2[NH:5][CH2:4]1.[N:29]([C:36]([O:38][C:39]([CH3:42])([CH3:41])[CH3:40])=[O:37])([CH3:35])[C@H:30]([C:32](O)=[O:33])[CH3:31].C1C=CC2N(O)N=NC=2C=1.CCN(C(C)C)C(C)C.CN(C(ON1N=NC2C=CC=CC1=2)=[N+](C)C)C.F[P-](F)(F)(F)(F)F. Product: [C:39]([O:38][C:36](=[O:37])[N:29]([C@H:30]([C:32](=[O:33])[NH:2][C@@H:3]1[C:9](=[O:10])[N:8]([CH2:11][C:12]2[C:21]3[C:16](=[CH:17][CH:18]=[CH:19][CH:20]=3)[CH:15]=[CH:14][C:13]=2[CH3:22])[C:7]2[CH:23]=[CH:24][C:25]([C:27]#[N:28])=[CH:26][C:6]=2[NH:5][CH2:4]1)[CH3:31])[CH3:35])([CH3:40])([CH3:41])[CH3:42]. The catalyst class is: 39.